The task is: Predict the product of the given reaction.. This data is from Forward reaction prediction with 1.9M reactions from USPTO patents (1976-2016). (1) Given the reactants [C:1]([C:3]1[CH:4]=[C:5]([CH:13]([CH2:17][CH:18]2[CH2:22][CH2:21][CH2:20][CH2:19]2)[C:14](O)=[O:15])[CH:6]=[CH:7][C:8]=1[S:9]([CH3:12])(=[O:11])=[O:10])#[N:2].C(Cl)(=O)C(Cl)=O.[NH2:29][C:30]1[CH:35]=[CH:34][N:33]=[CH:32][N:31]=1.C(N(CC)CC)C.Cl, predict the reaction product. The product is: [C:1]([C:3]1[CH:4]=[C:5]([CH:13]([CH2:17][CH:18]2[CH2:19][CH2:20][CH2:21][CH2:22]2)[C:14]([NH:29][C:30]2[CH:35]=[CH:34][N:33]=[CH:32][N:31]=2)=[O:15])[CH:6]=[CH:7][C:8]=1[S:9]([CH3:12])(=[O:10])=[O:11])#[N:2]. (2) Given the reactants C(=O)([O-])[O-].[K+].[K+].I[CH2:8][CH3:9].[N:10]1([C:16]2[C:21](=[O:22])[NH:20][CH:19]=[C:18]3[CH2:23][N:24]([CH2:27][CH2:28][C:29]4[CH:38]=[CH:37][C:36]5[C:31](=[CH:32][CH:33]=[CH:34][CH:35]=5)[N:30]=4)[C:25](=[O:26])[C:17]=23)[CH2:15][CH2:14][O:13][CH2:12][CH2:11]1, predict the reaction product. The product is: [CH2:8]([N:20]1[C:21](=[O:22])[C:16]([N:10]2[CH2:15][CH2:14][O:13][CH2:12][CH2:11]2)=[C:17]2[C:25](=[O:26])[N:24]([CH2:27][CH2:28][C:29]3[CH:38]=[CH:37][C:36]4[C:31](=[CH:32][CH:33]=[CH:34][CH:35]=4)[N:30]=3)[CH2:23][C:18]2=[CH:19]1)[CH3:9]. (3) The product is: [C:9]([O:8][C:6](=[O:7])[CH2:5][CH:4]([N:13]1[C:19](=[O:20])[CH2:18][CH2:17][N:16]([C:21](=[O:31])/[CH:22]=[CH:23]/[C:24]2[CH:29]=[CH:28][CH:27]=[C:26]([Cl:30])[CH:25]=2)[CH2:15][CH2:14]1)[CH2:3][OH:2])([CH3:12])([CH3:10])[CH3:11]. Given the reactants C[O:2][C:3](=O)[CH:4]([N:13]1[C:19](=[O:20])[CH2:18][CH2:17][N:16]([C:21](=[O:31])/[CH:22]=[CH:23]/[C:24]2[CH:29]=[CH:28][CH:27]=[C:26]([Cl:30])[CH:25]=2)[CH2:15][CH2:14]1)[CH2:5][C:6]([O:8][C:9]([CH3:12])([CH3:11])[CH3:10])=[O:7].[Li+].[BH4-], predict the reaction product. (4) Given the reactants [Br:1][C:2]1[CH:11]=[C:10]2[C:5]([CH2:6][CH2:7][N:8]([C:17](=[O:36])[C:18]([N:20]([C:32]([CH3:35])([CH3:34])[CH3:33])[CH2:21][CH2:22][O:23][CH2:24][C:25]#[C:26][C:27]3[S:31][CH:30]=[N:29][CH:28]=3)=[O:19])[CH:9]2[C:12]([O:14]CC)=[O:13])=[CH:4][C:3]=1[O:37][CH3:38].[OH-].[K+].Cl, predict the reaction product. The product is: [Br:1][C:2]1[CH:11]=[C:10]2[C:5]([CH2:6][CH2:7][N:8]([C:17](=[O:36])[C:18]([N:20]([C:32]([CH3:33])([CH3:35])[CH3:34])[CH2:21][CH2:22][O:23][CH2:24][C:25]#[C:26][C:27]3[S:31][CH:30]=[N:29][CH:28]=3)=[O:19])[CH:9]2[C:12]([OH:14])=[O:13])=[CH:4][C:3]=1[O:37][CH3:38].